Dataset: Forward reaction prediction with 1.9M reactions from USPTO patents (1976-2016). Task: Predict the product of the given reaction. (1) Given the reactants [Cl:1][C:2]1[CH:3]=[C:4]([CH:10]=[N:11][OH:12])[C:5](=[O:9])[N:6]([CH3:8])[N:7]=1.[CH2:13]=[CH:14][C:15]1[CH:20]=[CH:19][CH:18]=[CH:17][CH:16]=1.Cl[O-].[Na+], predict the reaction product. The product is: [Cl:1][C:2]1[CH:3]=[C:4]([C:10]2[CH2:13][CH:14]([C:15]3[CH:20]=[CH:19][CH:18]=[CH:17][CH:16]=3)[O:12][N:11]=2)[C:5](=[O:9])[N:6]([CH3:8])[N:7]=1. (2) The product is: [O:18]1[CH2:19][CH2:20][N:15]([C:4]2[C:5]3[S:10][C:9]([C:11]([OH:14])([CH3:13])[CH3:12])=[CH:8][C:6]=3[N:7]=[C:2]([C:23]3[CH:22]=[N:21][CH:26]=[CH:25][CH:24]=3)[N:3]=2)[CH2:16][CH2:17]1. Given the reactants Cl[C:2]1[N:3]=[C:4]([N:15]2[CH2:20][CH2:19][O:18][CH2:17][CH2:16]2)[C:5]2[S:10][C:9]([C:11]([OH:14])([CH3:13])[CH3:12])=[CH:8][C:6]=2[N:7]=1.[N:21]1[CH:26]=[CH:25][CH:24]=[C:23](B(O)O)[CH:22]=1, predict the reaction product. (3) Given the reactants [OH:1][C:2]1[C:3]2[CH2:24][N:23]([C:25]([O:27][C:28]([CH3:31])([CH3:30])[CH3:29])=[O:26])[CH2:22][CH2:21][C:4]=2[N:5]=[C:6]([NH:8][C:9]2[CH:14]=[CH:13][C:12]([C:15]3[CH:16]=[N:17][N:18]([CH3:20])[CH:19]=3)=[CH:11][CH:10]=2)[N:7]=1.N1CCCN2CCCCCC=12.[F:43][C:44]([F:63])([F:62])[S:45](N(C1C=CC=CC=1)[S:45]([C:44]([F:63])([F:62])[F:43])(=[O:47])=[O:46])(=[O:47])=[O:46], predict the reaction product. The product is: [CH3:20][N:18]1[CH:19]=[C:15]([C:12]2[CH:13]=[CH:14][C:9]([NH:8][C:6]3[N:7]=[C:2]([O:1][S:45]([C:44]([F:63])([F:62])[F:43])(=[O:47])=[O:46])[C:3]4[CH2:24][N:23]([C:25]([O:27][C:28]([CH3:31])([CH3:30])[CH3:29])=[O:26])[CH2:22][CH2:21][C:4]=4[N:5]=3)=[CH:10][CH:11]=2)[CH:16]=[N:17]1. (4) Given the reactants N[C:2]1[CH:7]=[CH:6][CH:5]=[CH:4][C:3]=1[S:8]([NH:11][C:12]1[CH:13]=[C:14]([F:22])[CH:15]=[C:16]2[C:21]=1[N:20]=[CH:19][CH:18]=[CH:17]2)(=[O:10])=[O:9].N(OC(C)(C)C)=O.CC(O)=O, predict the reaction product. The product is: [F:22][C:14]1[CH:15]=[C:16]2[C:21]([N:20]=[CH:19][CH:18]=[CH:17]2)=[C:12]2[C:13]=1[C:4]1[C:3]([S:8](=[O:10])(=[O:9])[NH:11]2)=[CH:2][CH:7]=[CH:6][CH:5]=1. (5) Given the reactants COC[CH2:4][O:5][C:6]1[CH:11]=[CH:10][C:9]([C:12]2([C:18]3[CH:23]=[CH:22][C:21]([C:24]4[CH:25]=[N:26][NH:27][CH:28]=4)=[CH:20][CH:19]=3)[CH2:17][CH2:16][NH:15][CH2:14][CH2:13]2)=[CH:8][CH:7]=1.[C:29]([O:33][C:34](N1CCC(C2C=CC(Br)=CC=2)(C2C=C[C:34]([O:33][CH2:29][CH2:30]COC)=CC=2)CC1)=O)(C)(C)[CH3:30], predict the reaction product. The product is: [CH3:34][O:33][CH2:29][CH2:30][CH2:4][O:5][C:6]1[CH:11]=[CH:10][C:9]([C:12]2([C:18]3[CH:19]=[CH:20][C:21]([C:24]4[CH:25]=[N:26][NH:27][CH:28]=4)=[CH:22][CH:23]=3)[CH2:13][CH2:14][NH:15][CH2:16][CH2:17]2)=[CH:8][CH:7]=1. (6) Given the reactants [CH3:1][C:2]1([C:8]([OH:10])=[O:9])[CH2:4][CH:3]1[C:5]([OH:7])=O.FC(F)(F)C(OC(=O)C(F)(F)F)=O, predict the reaction product. The product is: [CH3:1][C:2]12[CH2:4][CH:3]1[C:5](=[O:7])[O:10][C:8]2=[O:9]. (7) Given the reactants [C:1]([O:5][C:6]([NH:8][C@H:9]1[CH2:14][NH:13][CH2:12][C@@H:11]([C:15]([OH:17])=[O:16])[CH2:10]1)=[O:7])([CH3:4])([CH3:3])[CH3:2].CCN(C(C)C)C(C)C.[CH2:27]([O:34][C:35](ON1C(=O)CCC1=O)=[O:36])[C:28]1[CH:33]=[CH:32][CH:31]=[CH:30][CH:29]=1, predict the reaction product. The product is: [CH2:27]([O:34][C:35]([N:13]1[CH2:14][C@H:9]([NH:8][C:6]([O:5][C:1]([CH3:4])([CH3:2])[CH3:3])=[O:7])[CH2:10][C@H:11]([C:15]([OH:17])=[O:16])[CH2:12]1)=[O:36])[C:28]1[CH:33]=[CH:32][CH:31]=[CH:30][CH:29]=1.